From a dataset of Reaction yield outcomes from USPTO patents with 853,638 reactions. Predict the reaction yield, written as a fraction of the theoretical maximum amount of product (1.0 means a 100% yield; for example, 0.34 means a 34% yield). (1) The catalyst is CN(C=O)C.O. The reactants are [Br:1][C:2]1[CH:10]=[C:9]([OH:11])[CH:8]=[C:7]2[C:3]=1[CH2:4][NH:5][C:6]2=[O:12].C([O-])([O-])=O.[Cs+].[Cs+].Br[CH2:20][C:21]([O:23][C:24]([CH3:27])([CH3:26])[CH3:25])=[O:22]. The product is [Br:1][C:2]1[CH:10]=[C:9]([O:11][CH2:20][C:21]([O:23][C:24]([CH3:27])([CH3:26])[CH3:25])=[O:22])[CH:8]=[C:7]2[C:3]=1[CH2:4][NH:5][C:6]2=[O:12]. The yield is 0.450. (2) The reactants are [OH:1][CH2:2][CH2:3][CH:4]1[CH2:8][CH2:7][CH2:6][N:5]1[C:9]([O:11][C:12]([CH3:15])([CH3:14])[CH3:13])=[O:10].C1(P(C2C=CC=CC=2)C2C=CC=CC=2)C=CC=CC=1.N(C(OCC)=O)=NC(OCC)=O.[CH3:47][N:48]1[CH:52]=[CH:51][C:50]([NH:53][C:54]2[C:63]3[C:58](=[CH:59][CH:60]=[C:61]([O:64][C:65]4[N:70]=[CH:69][C:68](O)=[CH:67][CH:66]=4)[CH:62]=3)[N:57]=[CH:56][N:55]=2)=[N:49]1. The catalyst is C(Cl)(Cl)Cl.O1CCCC1. The product is [CH3:47][N:48]1[CH:52]=[CH:51][C:50]([NH:53][C:54]2[C:63]3[C:58](=[CH:59][CH:60]=[C:61]([O:64][C:65]4[N:70]=[CH:69][C:68]([O:1][CH2:2][CH2:3][CH:4]5[CH2:8][CH2:7][CH2:6][N:5]5[C:9]([O:11][C:12]([CH3:15])([CH3:14])[CH3:13])=[O:10])=[CH:67][CH:66]=4)[CH:62]=3)[N:57]=[CH:56][N:55]=2)=[N:49]1. The yield is 0.905.